From a dataset of Full USPTO retrosynthesis dataset with 1.9M reactions from patents (1976-2016). Predict the reactants needed to synthesize the given product. (1) Given the product [CH2:9]([O:11][C:12](=[O:24])[CH2:13][C:14]1[C:19]([N+:20]([O-:22])=[O:21])=[CH:18][N:17]=[C:16]([N:29]2[CH2:30][CH2:31][N:26]([CH3:25])[CH2:27][CH2:28]2)[CH:15]=1)[CH3:10], predict the reactants needed to synthesize it. The reactants are: P([O-])([O-])([O-])=O.[K+].[K+].[K+].[CH2:9]([O:11][C:12](=[O:24])[CH2:13][C:14]1[C:19]([N+:20]([O-:22])=[O:21])=[CH:18][N:17]=[C:16](Br)[CH:15]=1)[CH3:10].[CH3:25][N:26]1[CH2:31][CH2:30][NH:29][CH2:28][CH2:27]1.[Na+].[Cl-]. (2) Given the product [O:1]1[C:5]2[CH:6]=[CH:7][CH:8]=[CH:9][C:4]=2[N:3]=[C:2]1[CH:10]([C:15]1[CH:16]=[CH:17][C:18]([C:19]([OH:21])=[O:20])=[CH:26][CH:27]=1)[C:11]([O:13][CH3:14])=[O:12], predict the reactants needed to synthesize it. The reactants are: [O:1]1[C:5]2[CH:6]=[CH:7][CH:8]=[CH:9][C:4]=2[N:3]=[C:2]1[CH:10]([C:15]1[CH:27]=[CH:26][C:18]([C:19]([O:21]C(C)(C)C)=[O:20])=[CH:17][CH:16]=1)[C:11]([O:13][CH3:14])=[O:12].FC(F)(F)C(O)=O. (3) Given the product [Br:1][C:2]1[CH:9]=[CH:8][C:5]([CH2:6][F:20])=[CH:4][CH:3]=1, predict the reactants needed to synthesize it. The reactants are: [Br:1][C:2]1[CH:9]=[CH:8][C:5]([CH2:6]O)=[CH:4][CH:3]=1.COCCN(S(F)(F)[F:20])CCOC. (4) Given the product [CH2:11]([C:6]1([OH:9])[CH2:7][CH2:8][CH:3]([CH2:2][OH:1])[CH2:4][CH2:5]1)[CH3:12], predict the reactants needed to synthesize it. The reactants are: [OH:1][CH2:2][CH:3]1[CH2:8][CH2:7][C:6](=[O:9])[CH2:5][CH2:4]1.O1CC[CH2:12][CH2:11]1. (5) Given the product [CH3:19][O:20][CH2:21][CH2:22][O:23][CH2:24][O:1][C:2]1[CH:9]=[CH:8][C:5]([CH:6]=[O:7])=[CH:4][CH:3]=1, predict the reactants needed to synthesize it. The reactants are: [OH:1][C:2]1[CH:9]=[CH:8][C:5]([CH:6]=[O:7])=[CH:4][CH:3]=1.C(N(C(C)C)CC)(C)C.[CH2:19](Cl)[O:20][CH2:21][CH2:22][O:23][CH3:24]. (6) Given the product [Cl:1][C:2]1[CH:7]=[CH:6][CH:5]=[CH:4][C:3]=1[CH2:8][CH2:9][C@@H:10]1[N:15]([CH3:33])[CH2:14][CH2:13][N:12]([C:16]2[C:25]3[CH:24]=[C:23]([CH3:26])[S:22][C:21]=3[NH:20][C:19]3[CH:27]=[CH:28][CH:29]=[CH:30][C:18]=3[N:17]=2)[CH2:11]1, predict the reactants needed to synthesize it. The reactants are: [Cl:1][C:2]1[CH:7]=[CH:6][CH:5]=[CH:4][C:3]=1[CH2:8][CH2:9][C@@H:10]1[NH:15][CH2:14][CH2:13][N:12]([C:16]2[C:25]3[CH:24]=[C:23]([CH3:26])[S:22][C:21]=3[NH:20][C:19]3[CH:27]=[CH:28][CH:29]=[CH:30][C:18]=3[N:17]=2)[CH2:11]1.C=O.[C:33](O[BH-](OC(=O)C)OC(=O)C)(=O)C.[Na+]. (7) Given the product [N:41]1[CH:40]=[C:39]([C:37]([NH:36][C:34]2[CH:35]=[C:30]([C:28]3[N:27]=[C:10]([CH2:9][N:8]([CH3:13])[C:6](=[O:7])[O:5][C:1]([CH3:2])([CH3:3])[CH3:4])[O:12][N:29]=3)[CH:31]=[CH:32][C:33]=2[CH3:48])=[O:38])[N:43]2[CH:44]=[CH:45][CH:46]=[CH:47][C:42]=12, predict the reactants needed to synthesize it. The reactants are: [C:1]([O:5][C:6]([N:8]([CH3:13])[CH2:9][C:10]([OH:12])=O)=[O:7])([CH3:4])([CH3:3])[CH3:2].C(N1C=CN=C1)(N1C=CN=C1)=O.O[N:27]=[C:28]([C:30]1[CH:31]=[CH:32][C:33]([CH3:48])=[C:34]([NH:36][C:37]([C:39]2[N:43]3[CH:44]=[CH:45][CH:46]=[CH:47][C:42]3=[N:41][CH:40]=2)=[O:38])[CH:35]=1)[NH2:29]. (8) Given the product [CH:1]1([C:7]2([CH3:15])[N:11]([CH3:12])[C:10](=[O:13])[N:9]([CH2:17][C:18]([C:20]3[CH:25]=[CH:24][C:23]([OH:26])=[CH:22][CH:21]=3)=[O:19])[C:8]2=[O:14])[CH2:2][CH2:3][CH2:4][CH2:5][CH2:6]1, predict the reactants needed to synthesize it. The reactants are: [CH:1]1([C:7]2([CH3:15])[N:11]([CH3:12])[C:10](=[O:13])[NH:9][C:8]2=[O:14])[CH2:6][CH2:5][CH2:4][CH2:3][CH2:2]1.Cl[CH2:17][C:18]([C:20]1[CH:25]=[CH:24][C:23]([OH:26])=[CH:22][CH:21]=1)=[O:19]. (9) Given the product [C:21]([O:20][C:18](=[O:19])[N:34]([CH2:33][CH2:32][CH2:31][CH:25]1[CH2:30][CH2:29][CH:28]=[CH:27][CH2:26]1)[CH3:35])([CH3:22])([CH3:23])[CH3:24], predict the reactants needed to synthesize it. The reactants are: C(N(C(C)C)C(C)C)C.[C:21]([O:20][C:18](O[C:18]([O:20][C:21]([CH3:24])([CH3:23])[CH3:22])=[O:19])=[O:19])([CH3:24])([CH3:23])[CH3:22].[CH:25]1([CH2:31][CH2:32][CH2:33][NH:34][CH3:35])[CH2:30][CH2:29][CH:28]=[CH:27][CH2:26]1.ClCCl. (10) Given the product [CH2:1]([C:3]1[CH:4]=[C:5]2[C:9](=[CH:10][CH:11]=1)[NH:8][CH:7]=[C:6]2[CH2:13][N:14]([CH3:16])[CH3:15])[CH3:2], predict the reactants needed to synthesize it. The reactants are: [CH2:1]([C:3]1[CH:4]=[C:5]2[C:9](=[CH:10][CH:11]=1)[NH:8][CH:7]=[CH:6]2)[CH3:2].Cl.[CH3:13][NH:14][CH3:15].[CH2:16]=O.